From a dataset of Catalyst prediction with 721,799 reactions and 888 catalyst types from USPTO. Predict which catalyst facilitates the given reaction. (1) Reactant: [CH:1]1([NH:7][C:8]2[N:9]([C:17]3[CH:22]=[CH:21][CH:20]=[CH:19][CH:18]=3)[N:10]=[C:11]3[C:16]=2[CH:15]=[CH:14][CH:13]=[CH:12]3)[CH2:6][CH2:5][CH2:4][CH2:3][CH2:2]1.[CH3:23][O:24][C:25](=[O:36])[C:26]1[CH:31]=[CH:30][C:29]([N:32]=[C:33]=[O:34])=[C:28]([CH3:35])[CH:27]=1. Product: [CH3:23][O:24][C:25](=[O:36])[C:26]1[CH:31]=[CH:30][C:29]([NH:32][C:33]([N:7]([CH:1]2[CH2:6][CH2:5][CH2:4][CH2:3][CH2:2]2)[C:8]2[N:9]([C:17]3[CH:18]=[CH:19][CH:20]=[CH:21][CH:22]=3)[N:10]=[C:11]3[C:16]=2[CH:15]=[CH:14][CH:13]=[CH:12]3)=[O:34])=[C:28]([CH3:35])[CH:27]=1. The catalyst class is: 11. (2) Reactant: CC([Si](C1C=CC=CC=1)(C1C=CC=CC=1)[O:6][CH2:7][C@@H:8]1[CH2:14][C@@H:13]2[C@@H:11]([CH2:12]2)[CH2:10][N:9]1[C:15]([C:17]1[C:22]([C:23]2[O:27][N:26]=[C:25]([CH3:28])[N:24]=2)=[CH:21][CH:20]=[C:19]([CH3:29])[N:18]=1)=[O:16])(C)C.CCCC[N+](CCCC)(CCCC)CCCC.[F-]. Product: [CH3:29][C:19]1[N:18]=[C:17]([C:15]([N:9]2[C@H:8]([CH2:7][OH:6])[CH2:14][C@@H:13]3[C@@H:11]([CH2:12]3)[CH2:10]2)=[O:16])[C:22]([C:23]2[O:27][N:26]=[C:25]([CH3:28])[N:24]=2)=[CH:21][CH:20]=1. The catalyst class is: 1. (3) Reactant: C([O:4][C@@H:5]1[C@H:9]([O:10]C(=O)C)[C@@H:8]([C:14]2[N:15]=[N:16][N:17]([CH2:19][CH3:20])[N:18]=2)[O:7][C@H:6]1[N:21]1[CH:29]=[N:28][C:27]2[C:22]1=[N:23][C:24]([CH2:45][NH:46][S:47]([CH2:50][CH:51]([CH3:53])[CH3:52])(=[O:49])=[O:48])=[N:25][C:26]=2[NH:30][CH2:31][CH:32]([C:39]1[CH:44]=[CH:43][CH:42]=[CH:41][CH:40]=1)[C:33]1[CH:38]=[CH:37][CH:36]=[CH:35][CH:34]=1)(=O)C.C(=O)([O-])[O-].[Na+].[Na+]. Product: [C:39]1([CH:32]([C:33]2[CH:38]=[CH:37][CH:36]=[CH:35][CH:34]=2)[CH2:31][NH:30][C:26]2[N:25]=[C:24]([CH2:45][NH:46][S:47]([CH2:50][CH:51]([CH3:52])[CH3:53])(=[O:48])=[O:49])[N:23]=[C:22]3[C:27]=2[N:28]=[CH:29][N:21]3[C@H:6]2[C@H:5]([OH:4])[C@H:9]([OH:10])[C@@H:8]([C:14]3[N:15]=[N:16][N:17]([CH2:19][CH3:20])[N:18]=3)[O:7]2)[CH:44]=[CH:43][CH:42]=[CH:41][CH:40]=1. The catalyst class is: 24. (4) Reactant: [Cl:1][C:2]1[CH:11]=[C:10]2[C:5]([C:6]([NH:12][CH2:13][CH2:14][NH2:15])=[CH:7][CH:8]=[N:9]2)=[CH:4][CH:3]=1.C(Cl)CCl.[CH3:20][CH2:21][N:22]([CH2:25][CH3:26])[CH2:23][CH3:24].[C:27]([O-])(O)=[O:28].[Na+]. Product: [Cl:1][C:2]1[CH:11]=[C:10]2[C:5]([C:6]([N:12]([C:27](=[O:28])[CH2:20][CH2:21][N:22]([CH2:25][CH3:26])[CH2:23][CH3:24])[CH2:13][CH2:14][NH2:15])=[CH:7][CH:8]=[N:9]2)=[CH:4][CH:3]=1. The catalyst class is: 479. (5) Reactant: Cl.[OH:2][C:3]1[C:4](=[O:15])[CH:5]=[C:6]([CH3:14])[N:7]([CH2:9][C:10]([F:13])([F:12])[F:11])[CH:8]=1.[CH3:16][N:17]([CH3:22])[CH2:18]N(C)C. Product: [CH3:16][N:17]([CH2:22][C:8]1[N:7]([CH2:9][C:10]([F:11])([F:12])[F:13])[C:6]([CH3:14])=[CH:5][C:4](=[O:15])[C:3]=1[OH:2])[CH3:18]. The catalyst class is: 8. (6) Reactant: Cl[C:2]1[N:6]([CH2:7][C:8]2[CH:13]=[CH:12][C:11]([O:14][CH3:15])=[CH:10][CH:9]=2)[N:5]=[C:4]([S:16]([CH3:19])(=[O:18])=[O:17])[N:3]=1.[Br:20][C:21]1[C:27]([Cl:28])=[CH:26][C:24]([NH2:25])=[CH:23][C:22]=1[Cl:29].CC([O-])(C)C.[Na+]. Product: [Br:20][C:21]1[C:27]([Cl:28])=[CH:26][C:24]([NH:25][C:2]2[N:6]([CH2:7][C:8]3[CH:13]=[CH:12][C:11]([O:14][CH3:15])=[CH:10][CH:9]=3)[N:5]=[C:4]([S:16]([CH3:19])(=[O:18])=[O:17])[N:3]=2)=[CH:23][C:22]=1[Cl:29]. The catalyst class is: 3. (7) Reactant: [CH3:1][O:2][C:3]1[CH:8]=[C:7]([C@H:9]2[CH2:14][CH2:13][N:12]([C:15]([O:17][C:18]([CH3:21])([CH3:20])[CH3:19])=[O:16])[CH2:11][C@H:10]2[C:22]([O:24][CH2:25][CH3:26])=[O:23])[CH:6]=[CH:5][N:4]=1.[O-]CC.[Na+]. Product: [CH3:1][O:2][C:3]1[CH:8]=[C:7]([C@@H:9]2[CH2:14][CH2:13][N:12]([C:15]([O:17][C:18]([CH3:21])([CH3:19])[CH3:20])=[O:16])[CH2:11][C@H:10]2[C:22]([O:24][CH2:25][CH3:26])=[O:23])[CH:6]=[CH:5][N:4]=1. The catalyst class is: 8. (8) Product: [C:31]([O:24][CH2:23][C:3]1[C:4]([N:8]2[CH:17]=[CH:16][C:15]3[C:10](=[C:11]([F:21])[CH:12]=[C:13]([CH:18]4[CH2:20][CH2:19]4)[CH:14]=3)[C:9]2=[O:22])=[CH:5][CH:6]=[CH:7][C:2]=1[Cl:1])(=[O:33])[CH3:32]. Reactant: [Cl:1][C:2]1[C:3]([CH2:23][OH:24])=[C:4]([N:8]2[CH:17]=[CH:16][C:15]3[C:10](=[C:11]([F:21])[CH:12]=[C:13]([CH:18]4[CH2:20][CH2:19]4)[CH:14]=3)[C:9]2=[O:22])[CH:5]=[CH:6][CH:7]=1.N1C=CC=CC=1.[C:31](Cl)(=[O:33])[CH3:32].O. The catalyst class is: 2. (9) Reactant: [Br:1][CH2:2][CH2:3][CH2:4][CH2:5][CH2:6][CH2:7][CH2:8][CH2:9][CH2:10][CH2:11][OH:12].[H-].[Na+].[CH2:15](Br)[C:16]1[CH:21]=[CH:20][CH:19]=[CH:18][CH:17]=1.[Cl-].[NH4+]. Product: [Br:1][CH2:2][CH2:3][CH2:4][CH2:5][CH2:6][CH2:7][CH2:8][CH2:9][CH2:10][CH2:11][O:12][CH2:15][C:16]1[CH:21]=[CH:20][CH:19]=[CH:18][CH:17]=1. The catalyst class is: 1.